Dataset: Ames mutagenicity test results for genotoxicity prediction. Task: Regression/Classification. Given a drug SMILES string, predict its toxicity properties. Task type varies by dataset: regression for continuous values (e.g., LD50, hERG inhibition percentage) or binary classification for toxic/non-toxic outcomes (e.g., AMES mutagenicity, cardiotoxicity, hepatotoxicity). Dataset: ames. (1) The molecule is CCN(CC)CCn1nc2ccc(CO)c3c2c1Sc1cc(Cl)ccc1-3. The result is 1 (mutagenic). (2) The molecule is CC(=O)OCc1ccc2c(c1)OCO2. The result is 0 (non-mutagenic). (3) The molecule is O=[N+]([O-])c1ccc2ccc3cc4c(c5ccc1c2c35)CCC=C4. The result is 1 (mutagenic). (4) The compound is CC(=O)NBr. The result is 0 (non-mutagenic).